The task is: Regression. Given two drug SMILES strings and cell line genomic features, predict the synergy score measuring deviation from expected non-interaction effect.. This data is from NCI-60 drug combinations with 297,098 pairs across 59 cell lines. (1) Drug 1: C1CC(C1)(C(=O)O)C(=O)O.[NH2-].[NH2-].[Pt+2]. Drug 2: C1=NC2=C(N=C(N=C2N1C3C(C(C(O3)CO)O)F)Cl)N. Cell line: SNB-75. Synergy scores: CSS=1.36, Synergy_ZIP=-0.120, Synergy_Bliss=-0.329, Synergy_Loewe=-3.40, Synergy_HSA=-3.13. (2) Cell line: MDA-MB-435. Drug 2: C1CCC(C(C1)N)N.C(=O)(C(=O)[O-])[O-].[Pt+4]. Drug 1: CC1C(C(=O)NC(C(=O)N2CCCC2C(=O)N(CC(=O)N(C(C(=O)O1)C(C)C)C)C)C(C)C)NC(=O)C3=C4C(=C(C=C3)C)OC5=C(C(=O)C(=C(C5=N4)C(=O)NC6C(OC(=O)C(N(C(=O)CN(C(=O)C7CCCN7C(=O)C(NC6=O)C(C)C)C)C)C(C)C)C)N)C. Synergy scores: CSS=22.8, Synergy_ZIP=-3.88, Synergy_Bliss=3.76, Synergy_Loewe=5.17, Synergy_HSA=5.09.